Dataset: Forward reaction prediction with 1.9M reactions from USPTO patents (1976-2016). Task: Predict the product of the given reaction. Given the reactants [CH3:1]I.[Li+].[BH4-].[CH3:5][O:6][C:7]1[CH:8]=[C:9]([CH:14]=[C:15]([O:20][CH3:21])[C:16]=1[CH:17]([CH3:19])[CH3:18])[C:10]([O:12]C)=O.Cl, predict the reaction product. The product is: [CH3:21][O:20][C:15]1[CH:14]=[C:9]([CH:10]([OH:12])[CH3:1])[CH:8]=[C:7]([O:6][CH3:5])[C:16]=1[CH:17]([CH3:19])[CH3:18].